From a dataset of Reaction yield outcomes from USPTO patents with 853,638 reactions. Predict the reaction yield, written as a fraction of the theoretical maximum amount of product (1.0 means a 100% yield; for example, 0.34 means a 34% yield). The reactants are [Br:1][C:2]1[CH:3]=[C:4]([CH3:12])[C:5]([N+:9]([O-:11])=[O:10])=[C:6](F)[CH:7]=1.[CH3:13][NH2:14].C1COCC1. No catalyst specified. The product is [Br:1][C:2]1[CH:3]=[C:4]([CH3:12])[C:5]([N+:9]([O-:11])=[O:10])=[C:6]([CH:7]=1)[NH:14][CH3:13]. The yield is 0.990.